Task: Predict the reaction yield, written as a fraction of the theoretical maximum amount of product (1.0 means a 100% yield; for example, 0.34 means a 34% yield).. Dataset: Reaction yield outcomes from USPTO patents with 853,638 reactions (1) The reactants are [C:1]([O:5][C:6]([N:8]1[CH2:13][CH2:12][CH2:11][C@@H:10]([O:14][C:15]2[CH:16]=[N:17][CH:18]=[C:19]([CH:24]=2)[C:20]([O:22]C)=[O:21])[CH2:9]1)=[O:7])([CH3:4])([CH3:3])[CH3:2].[OH-].[Na+]. The catalyst is C1COCC1. The product is [C:1]([O:5][C:6]([N:8]1[CH2:13][CH2:12][CH2:11][C@@H:10]([O:14][C:15]2[CH:16]=[N:17][CH:18]=[C:19]([CH:24]=2)[C:20]([OH:22])=[O:21])[CH2:9]1)=[O:7])([CH3:4])([CH3:2])[CH3:3]. The yield is 0.650. (2) The reactants are [F:1][C:2]1[CH:7]=[C:6]([N+:8]([O-:10])=[O:9])[CH:5]=[CH:4][C:3]=1[CH:11](C(OCC)=O)[C:12]([O:14][CH2:15][CH3:16])=[O:13].[Na+].[Cl-]. The catalyst is CS(C)=O.O.C(OCC)(=O)C. The product is [F:1][C:2]1[CH:7]=[C:6]([N+:8]([O-:10])=[O:9])[CH:5]=[CH:4][C:3]=1[CH2:11][C:12]([O:14][CH2:15][CH3:16])=[O:13]. The yield is 0.540. (3) The reactants are [Br-].[NH:2]1[C:10]2[C:5](=[CH:6][CH:7]=[CH:8][CH:9]=2)[C:4]([CH2:11][P+](C2C=CC=CC=2)(C2C=CC=CC=2)C2C=CC=CC=2)=[N:3]1.C1CCN2C(=NCCC2)CC1.[CH3:42][S:43][C:44]1[CH:51]=[CH:50][CH:49]=[CH:48][C:45]=1[CH:46]=O. The catalyst is CO. The product is [CH3:42][S:43][C:44]1[CH:51]=[CH:50][CH:49]=[CH:48][C:45]=1/[CH:46]=[CH:11]/[C:4]1[C:5]2[C:10](=[CH:9][CH:8]=[CH:7][CH:6]=2)[NH:2][N:3]=1. The yield is 0.280. (4) The reactants are [F:1][C:2]1[CH:3]=[C:4]([C:8](=[O:25])[CH2:9][CH2:10][C:11]([NH:13][C:14]2[CH:19]=[CH:18][C:17]([O:20][C:21]([F:24])([F:23])[F:22])=[CH:16][CH:15]=2)=[O:12])[CH:5]=[CH:6][CH:7]=1.[BH4-].[Na+]. The catalyst is C(O)C. The product is [F:1][C:2]1[CH:3]=[C:4]([CH:8]([OH:25])[CH2:9][CH2:10][C:11]([NH:13][C:14]2[CH:19]=[CH:18][C:17]([O:20][C:21]([F:23])([F:24])[F:22])=[CH:16][CH:15]=2)=[O:12])[CH:5]=[CH:6][CH:7]=1. The yield is 0.670. (5) The reactants are [C:1]([NH:9][C:10]1[CH:15]=[CH:14][CH:13]=[CH:12][C:11]=1[C:16](=[C:30]1[CH2:35][CH2:34][NH:33][CH2:32][CH2:31]1)[C:17]1[CH:29]=[CH:28][C:20]([C:21]([N:23]([CH2:26][CH3:27])[CH2:24][CH3:25])=[O:22])=[CH:19][CH:18]=1)(=[O:8])[C:2]1[CH:7]=[CH:6][CH:5]=[CH:4][CH:3]=1.CC(OC(N1CCC(=C(C2C=CC=CC=2N)C2C=CC(C(N(CC)CC)=O)=CC=2)CC1)=O)(C)C.C1(CC(Cl)=O)CCCC1.C(O)(C(F)(F)F)=O. No catalyst specified. The product is [CH:3]1([CH2:2][C:1]([NH:9][C:10]2[CH:15]=[CH:14][CH:13]=[CH:12][C:11]=2[C:16](=[C:30]2[CH2:31][CH2:32][NH:33][CH2:34][CH2:35]2)[C:17]2[CH:29]=[CH:28][C:20]([C:21]([N:23]([CH2:26][CH3:27])[CH2:24][CH3:25])=[O:22])=[CH:19][CH:18]=2)=[O:8])[CH2:4][CH2:5][CH2:6][CH2:7]1. The yield is 0.810.